Task: Predict which catalyst facilitates the given reaction.. Dataset: Catalyst prediction with 721,799 reactions and 888 catalyst types from USPTO Reactant: [Br:1][C:2]1[C:7]([OH:8])=[CH:6][CH:5]=[CH:4][N:3]=1.C(=O)([O-])[O-].[K+].[K+].Br[CH2:16][C@@H:17]([CH3:20])[CH2:18][OH:19]. Product: [Br:1][C:2]1[C:7]([O:8][CH2:16][C@@H:17]([CH3:20])[CH2:18][OH:19])=[CH:6][CH:5]=[CH:4][N:3]=1. The catalyst class is: 573.